From a dataset of Full USPTO retrosynthesis dataset with 1.9M reactions from patents (1976-2016). Predict the reactants needed to synthesize the given product. (1) Given the product [I:21][C:2]1[CH:7]=[C:6]([CH3:8])[C:5]([N+:9]([O-:11])=[O:10])=[CH:4][N:3]=1, predict the reactants needed to synthesize it. The reactants are: N[C:2]1[CH:7]=[C:6]([CH3:8])[C:5]([N+:9]([O-:11])=[O:10])=[CH:4][N:3]=1.S([O-])(OCCC(C)C)=O.[I:21]CI. (2) Given the product [CH2:3]([N:9]1[CH2:14][CH:13]2[CH:11]([C:12]2([C:16]2[CH:17]=[CH:18][C:19]([N+:26]([O-:28])=[O:27])=[C:20]([NH2:22])[CH:21]=2)[CH3:15])[CH2:10]1)[CH2:4][CH2:5][CH2:6][CH2:7][CH3:8], predict the reactants needed to synthesize it. The reactants are: [OH-].[K+].[CH2:3]([N:9]1[CH2:14][CH:13]2[CH:11]([C:12]2([C:16]2[CH:17]=[CH:18][C:19]([N+:26]([O-:28])=[O:27])=[C:20]([NH:22]C(=O)C)[CH:21]=2)[CH3:15])[CH2:10]1)[CH2:4][CH2:5][CH2:6][CH2:7][CH3:8]. (3) Given the product [CH2:5]([C:7]1[CH:12]=[C:11]([C:13]2[CH:14]=[CH:15][CH:16]=[CH:17][CH:18]=2)[C:10]([OH:19])=[CH:9][CH:8]=1)[CH3:6], predict the reactants needed to synthesize it. The reactants are: B(Br)(Br)Br.[CH2:5]([C:7]1[CH:8]=[CH:9][C:10]([O:19]C)=[C:11]([C:13]2[CH:18]=[CH:17][CH:16]=[CH:15][CH:14]=2)[CH:12]=1)[CH3:6].O. (4) Given the product [CH3:29][O:28][C:26]1[CH:25]=[CH:24][C:22]2[NH:23][C:19]([S:18][CH2:3][C:4]3[C:9]([CH3:10])=[C:8]([O:11][CH3:12])[C:7]([CH3:13])=[CH:6][N:5]=3)=[N:20][C:21]=2[CH:27]=1, predict the reactants needed to synthesize it. The reactants are: Cl.O[CH2:3][C:4]1[C:9]([CH3:10])=[C:8]([O:11][CH3:12])[C:7]([CH3:13])=[CH:6][N:5]=1.S(Cl)(Cl)=O.[SH:18][C:19]1[NH:20][C:21]2[CH:27]=[C:26]([O:28][CH3:29])[CH:25]=[CH:24][C:22]=2[N:23]=1.[OH-].[Na+]. (5) Given the product [CH2:1]([O:5][C:6]1[CH:10]=[C:9](/[CH:11]=[CH:12]/[C:13]([NH:35][S:32]([CH2:31][CH2:30][CH:29]([CH3:36])[CH3:28])(=[O:34])=[O:33])=[O:14])[N:8]([CH2:16][C:17]2[CH:22]=[CH:21][C:20]([C:23]([F:26])([F:25])[F:24])=[CH:19][C:18]=2[Cl:27])[N:7]=1)[CH2:2][CH2:3][CH3:4], predict the reactants needed to synthesize it. The reactants are: [CH2:1]([O:5][C:6]1[CH:10]=[C:9](/[CH:11]=[CH:12]/[C:13](O)=[O:14])[N:8]([CH2:16][C:17]2[CH:22]=[CH:21][C:20]([C:23]([F:26])([F:25])[F:24])=[CH:19][C:18]=2[Cl:27])[N:7]=1)[CH2:2][CH2:3][CH3:4].[CH3:28][CH:29]([CH3:36])[CH2:30][CH2:31][S:32]([NH2:35])(=[O:34])=[O:33].N12CCCN=C1CCCCC2.Cl. (6) The reactants are: [Br:1][C:2]1[CH:3]=[C:4]([C:8](=O)[CH2:9][CH2:10][CH2:11][CH2:12][N:13]2[CH2:18][CH2:17][CH:16]([C:19]3[CH:20]=[C:21]([NH:25][C:26](=[O:30])[CH:27]([CH3:29])[CH3:28])[CH:22]=[CH:23][CH:24]=3)[CH2:15][CH2:14]2)[CH:5]=[CH:6][CH:7]=1.[CH3:32][N:33]([C:35]1[CH:40]=[CH:39][CH:38]=[CH:37][CH:36]=1)N. Given the product [Br:1][C:2]1[CH:3]=[C:4]([C:8]2[N:33]([CH3:32])[C:35]3[C:40]([C:9]=2[CH2:10][CH2:11][CH2:12][N:13]2[CH2:18][CH2:17][CH:16]([C:19]4[CH:20]=[C:21]([NH:25][C:26](=[O:30])[CH:27]([CH3:29])[CH3:28])[CH:22]=[CH:23][CH:24]=4)[CH2:15][CH2:14]2)=[CH:39][CH:38]=[CH:37][CH:36]=3)[CH:5]=[CH:6][CH:7]=1, predict the reactants needed to synthesize it. (7) Given the product [Cl:1][C:2]1[C:7]([O:8][CH3:9])=[CH:6][C:5]([O:10][CH3:11])=[C:4]([Cl:12])[C:3]=1[C:13]1[C:26](=[O:27])[N:25]([CH2:28][CH2:29][O:30][CH:31]2[CH2:36][CH2:35][CH2:34][N:33]([C:37]([O:39][C:40]([CH3:43])([CH3:42])[CH3:41])=[O:38])[CH2:32]2)[C:16]2[N:17]=[C:18]([NH:45][CH3:44])[N:19]=[CH:20][C:15]=2[CH:14]=1, predict the reactants needed to synthesize it. The reactants are: [Cl:1][C:2]1[C:7]([O:8][CH3:9])=[CH:6][C:5]([O:10][CH3:11])=[C:4]([Cl:12])[C:3]=1[C:13]1[C:26](=[O:27])[N:25]([CH2:28][CH2:29][O:30][CH:31]2[CH2:36][CH2:35][CH2:34][N:33]([C:37]([O:39][C:40]([CH3:43])([CH3:42])[CH3:41])=[O:38])[CH2:32]2)[C:16]2[N:17]=[C:18](S(C)(=O)=O)[N:19]=[CH:20][C:15]=2[CH:14]=1.[CH3:44][NH2:45].